From a dataset of TCR-epitope binding with 47,182 pairs between 192 epitopes and 23,139 TCRs. Binary Classification. Given a T-cell receptor sequence (or CDR3 region) and an epitope sequence, predict whether binding occurs between them. (1) The epitope is GLIYNRMGAVTTEV. The TCR CDR3 sequence is CASSPNAGYYGYTF. Result: 1 (the TCR binds to the epitope). (2) The epitope is NLSALGIFST. The TCR CDR3 sequence is CASSGGTSAYNEQFF. Result: 0 (the TCR does not bind to the epitope). (3) The epitope is GILGFVFTL. The TCR CDR3 sequence is CASGYSPLHF. Result: 1 (the TCR binds to the epitope). (4) The epitope is YIFFASFYY. The TCR CDR3 sequence is CSVDGGGPSAADTQYF. Result: 1 (the TCR binds to the epitope). (5) The epitope is TVYDPLQPELDSFK. The TCR CDR3 sequence is CASSPPGGNEQFF. Result: 0 (the TCR does not bind to the epitope). (6) The TCR CDR3 sequence is CASSFYGAGDTQYF. The epitope is SSNVANYQK. Result: 0 (the TCR does not bind to the epitope). (7) The epitope is SSNVANYQK. The TCR CDR3 sequence is CASSGGVYNEQFF. Result: 1 (the TCR binds to the epitope).